Dataset: Reaction yield outcomes from USPTO patents with 853,638 reactions. Task: Predict the reaction yield, written as a fraction of the theoretical maximum amount of product (1.0 means a 100% yield; for example, 0.34 means a 34% yield). (1) The reactants are [C:1]([C:3]1[CH:8]=[CH:7][C:6]([N:9]([CH2:16][C:17]([F:20])([F:19])[F:18])[CH2:10][CH:11]([CH3:15])[C:12]([NH2:14])=O)=[CH:5][C:4]=1[C:21]([F:24])([F:23])[F:22])#[N:2].C(Cl)(Cl)(Cl)Cl.C1(P(C2C=CC=CC=2)C2C=CC=CC=2)C=CC=CC=1. The catalyst is ClCCCl. The product is [C:12]([CH:11]([CH3:15])[CH2:10][N:9]([CH2:16][C:17]([F:18])([F:19])[F:20])[C:6]1[CH:7]=[CH:8][C:3]([C:1]#[N:2])=[C:4]([C:21]([F:22])([F:24])[F:23])[CH:5]=1)#[N:14]. The yield is 0.520. (2) The reactants are [CH2:1]([C:11]1[C:18]2[S:17][C:16]3[CH:19]=[CH:20][S:21][C:15]=3[C:14]=2[S:13][CH:12]=1)[CH2:2][CH2:3][CH2:4][CH2:5][CH2:6][CH2:7][CH2:8][CH2:9][CH3:10].[Br:22]N1C(=O)CCC1=O.O. The catalyst is CN(C=O)C. The product is [Br:22][C:12]1[S:13][C:14]2[C:15]3[S:21][CH:20]=[CH:19][C:16]=3[S:17][C:18]=2[C:11]=1[CH2:1][CH2:2][CH2:3][CH2:4][CH2:5][CH2:6][CH2:7][CH2:8][CH2:9][CH3:10]. The yield is 0.902. (3) The catalyst is CN(C)C=O. The reactants are [Br:1][C:2]1[CH:7]=[CH:6][C:5]([OH:8])=[CH:4][CH:3]=1.N1C=CN=C1.[C:14]([Si:18](Cl)([CH3:20])[CH3:19])([CH3:17])([CH3:16])[CH3:15]. The yield is 0.978. The product is [Br:1][C:2]1[CH:7]=[CH:6][C:5]([O:8][Si:18]([C:14]([CH3:17])([CH3:16])[CH3:15])([CH3:20])[CH3:19])=[CH:4][CH:3]=1. (4) The reactants are [C:1]([C:4]1[CH:5]=[C:6]([CH:41]=[CH:42][CH:43]=1)[CH2:7][CH2:8][C:9]1[C:14]([C:15]([F:18])([F:17])[F:16])=[CH:13][N:12]=[C:11]([NH:19][C:20]2[CH:25]=[CH:24][C:23]([CH:26]3[CH2:31][CH2:30][N:29](C(OC(C)(C)C)=O)[CH2:28][CH2:27]3)=[CH:22][C:21]=2[O:39][CH3:40])[N:10]=1)(=[O:3])[NH2:2].C(O)(C(F)(F)F)=O. The product is [CH3:40][O:39][C:21]1[CH:22]=[C:23]([CH:26]2[CH2:31][CH2:30][NH:29][CH2:28][CH2:27]2)[CH:24]=[CH:25][C:20]=1[NH:19][C:11]1[N:10]=[C:9]([CH2:8][CH2:7][C:6]2[CH:5]=[C:4]([CH:43]=[CH:42][CH:41]=2)[C:1]([NH2:2])=[O:3])[C:14]([C:15]([F:16])([F:17])[F:18])=[CH:13][N:12]=1. The catalyst is C1COCC1. The yield is 0.850. (5) The reactants are [C:1]([O:5][C:6]([NH:8][CH2:9][C@@H:10]1[CH2:15][CH2:14][C@H:13]([C:16]([OH:18])=O)[CH2:12][CH2:11]1)=[O:7])([CH3:4])([CH3:3])[CH3:2].CN1CCCCC1.ClC(OC)=O.Cl.[CH3:32][O:33][NH:34][CH3:35]. The product is [CH3:32][O:33][N:34]([CH3:35])[C:16]([C@@H:13]1[CH2:12][CH2:11][C@H:10]([CH2:9][NH:8][C:6](=[O:7])[O:5][C:1]([CH3:2])([CH3:3])[CH3:4])[CH2:15][CH2:14]1)=[O:18]. The yield is 0.640. The catalyst is C(Cl)Cl. (6) The reactants are FC(F)(F)C(O)=O.[CH3:8][C:9]1[CH:18]=[C:17]2[C:12]([N:13]=[CH:14][C:15]([NH2:19])=[N:16]2)=[CH:11][CH:10]=1.C(N(CC)CC)C.[C:27](N1C=CC=CC1=O)(N1C=CC=CC1=O)=[S:28]. The catalyst is C(Cl)Cl. The product is [N:19]([C:15]1[CH:14]=[N:13][C:12]2[C:17](=[CH:18][C:9]([CH3:8])=[CH:10][CH:11]=2)[N:16]=1)=[C:27]=[S:28]. The yield is 0.460. (7) The reactants are [CH3:1][O:2][C:3]([C:5]1[C:10](C)=[CH:9][C:8](Br)=[C:7]([Cl:13])[N:6]=1)=[O:4].Cl.[F:15][C:16]1([F:20])[CH2:19][NH:18][CH2:17]1.C1C=CC(P(C2C=CC3C(=CC=CC=3)C=2C2C3C(=CC=CC=3)C=CC=2P(C2C=CC=CC=2)C2C=CC=CC=2)C2C=CC=CC=2)=CC=1.C(=O)([O-])[O-].[Cs+].[Cs+]. The catalyst is C1(C)C=CC=CC=1.C1C=CC(/C=C/C(/C=C/C2C=CC=CC=2)=O)=CC=1.C1C=CC(/C=C/C(/C=C/C2C=CC=CC=2)=O)=CC=1.C1C=CC(/C=C/C(/C=C/C2C=CC=CC=2)=O)=CC=1.[Pd].[Pd]. The product is [CH3:1][O:2][C:3]([C:5]1[CH:10]=[CH:9][C:8]([N:18]2[CH2:19][C:16]([F:20])([F:15])[CH2:17]2)=[C:7]([Cl:13])[N:6]=1)=[O:4]. The yield is 0.210. (8) The reactants are C(OC([N:8]1[CH2:31][C@H:30]([O:32][C:33]2[C:42]3[C:37](=[CH:38][C:39]([O:43][CH3:44])=[CH:40][CH:41]=3)[N:36]=[C:35]([C:45]3[CH:50]=[CH:49][CH:48]=[CH:47][CH:46]=3)[CH:34]=2)[CH2:29][C@H:9]1[C:10]([NH:12][C@H:13]([C:17]([NH:19][S:20]([C:23]1[CH:28]=[CH:27][CH:26]=[CH:25][CH:24]=1)(=[O:22])=[O:21])=[O:18])[CH2:14][CH2:15][CH3:16])=[O:11])=O)(C)(C)C.C1(C)C=CC=CC=1. The catalyst is C(Cl)Cl.C(O)(C(F)(F)F)=O. The product is [CH3:44][O:43][C:39]1[CH:38]=[C:37]2[C:42]([C:33]([O:32][C@H:30]3[CH2:31][NH:8][C@H:9]([C:10]([NH:12][C@H:13]([C:17]([NH:19][S:20]([C:23]4[CH:28]=[CH:27][CH:26]=[CH:25][CH:24]=4)(=[O:22])=[O:21])=[O:18])[CH2:14][CH2:15][CH3:16])=[O:11])[CH2:29]3)=[CH:34][C:35]([C:45]3[CH:50]=[CH:49][CH:48]=[CH:47][CH:46]=3)=[N:36]2)=[CH:41][CH:40]=1. The yield is 1.00. (9) The reactants are [O:1]=[C:2]1[CH2:7][NH:6][CH2:5][CH2:4][N:3]1[C:8]1[CH:13]=[CH:12][C:11]([S:14]([NH:17][C:18]2[S:19][CH:20]=[CH:21][N:22]=2)(=[O:16])=[O:15])=[CH:10][CH:9]=1.[Cl:23][C:24]1[CH:25]=[C:26]2[C:30](=[CH:31][CH:32]=1)[N:29]([CH2:33][CH2:34][C:35](O)=[O:36])[CH:28]=[CH:27]2.CN(C(ON1N=NC2C=CC=NC1=2)=[N+](C)C)C.F[P-](F)(F)(F)(F)F.C(=O)(O)[O-].[Na+]. The catalyst is CN(C=O)C. The product is [Cl:23][C:24]1[CH:25]=[C:26]2[C:30](=[CH:31][CH:32]=1)[N:29]([CH2:33][CH2:34][C:35]([N:6]1[CH2:5][CH2:4][N:3]([C:8]3[CH:9]=[CH:10][C:11]([S:14]([NH:17][C:18]4[S:19][CH:20]=[CH:21][N:22]=4)(=[O:16])=[O:15])=[CH:12][CH:13]=3)[C:2](=[O:1])[CH2:7]1)=[O:36])[CH:28]=[CH:27]2. The yield is 0.320.